This data is from Reaction yield outcomes from USPTO patents with 853,638 reactions. The task is: Predict the reaction yield, written as a fraction of the theoretical maximum amount of product (1.0 means a 100% yield; for example, 0.34 means a 34% yield). The reactants are [CH3:1][C:2]([C:4]1[CH:9]=[C:8]([O:10][CH3:11])[C:7]([O:12][CH3:13])=[C:6]([O:14][CH3:15])[CH:5]=1)=[O:3].[CH3:16][O:17][C:18]1[CH:23]=[CH:22][C:21]([NH:24][C:25]2[N:32]=[CH:31][CH:30]=[CH:29][C:26]=2[CH:27]=O)=[CH:20][CH:19]=1.Cl. The catalyst is CO. The product is [CH3:16][O:17][C:18]1[CH:19]=[CH:20][C:21]([NH:24][C:25]2[C:26](/[CH:27]=[CH:1]/[C:2]([C:4]3[CH:5]=[C:6]([O:14][CH3:15])[C:7]([O:12][CH3:13])=[C:8]([O:10][CH3:11])[CH:9]=3)=[O:3])=[CH:29][CH:30]=[CH:31][N:32]=2)=[CH:22][CH:23]=1. The yield is 0.920.